This data is from Rat liver microsome stability data. The task is: Regression/Classification. Given a drug SMILES string, predict its absorption, distribution, metabolism, or excretion properties. Task type varies by dataset: regression for continuous measurements (e.g., permeability, clearance, half-life) or binary classification for categorical outcomes (e.g., BBB penetration, CYP inhibition). Dataset: rlm. (1) The compound is COC(=O)Nc1ccc2c(c1)NC(=O)[C@H](C)CCC[C@H](NC(=O)c1cnn(-c3cccc(Cl)c3F)c1N)c1cc-2ccn1. The result is 0 (unstable in rat liver microsomes). (2) The compound is Cn1c(=O)nc2n(CCC3CC3)nc(-c3nc4ccccc4s3)nc-2c1=O. The result is 0 (unstable in rat liver microsomes). (3) The drug is CN1CCC(Oc2ccc(-c3[nH]nc4ccc(NC(=O)C(c5ccsc5)C5CCCC5)cc34)cc2)CC1. The result is 1 (stable in rat liver microsomes). (4) The molecule is N#Cc1c(NC(=O)c2cccc3ccccc23)sc2c1CCCC2. The result is 1 (stable in rat liver microsomes).